The task is: Predict the product of the given reaction.. This data is from Forward reaction prediction with 1.9M reactions from USPTO patents (1976-2016). (1) Given the reactants [S:1]1[C:9]2[CH:8]=[C:7]([C:10]([O:12]C)=[O:11])[N:6]=[CH:5][C:4]=2[CH:3]=[CH:2]1.[OH-].[Na+], predict the reaction product. The product is: [S:1]1[C:9]2[CH:8]=[C:7]([C:10]([OH:12])=[O:11])[N:6]=[CH:5][C:4]=2[CH:3]=[CH:2]1. (2) Given the reactants [CH2:1]([N:4]([CH:15]([C:19]1[C:20]([Cl:30])=[N:21][C:22]2[C:27]([CH:28]=1)=[CH:26][CH:25]=[C:24]([F:29])[CH:23]=2)[CH2:16]C=C)[C:5](=[O:14])[O:6][CH2:7][C:8]1[CH:13]=[CH:12][CH:11]=[CH:10][CH:9]=1)[CH:2]=[CH2:3].Cl.C([O-])(O)=O.[Na+], predict the reaction product. The product is: [Cl:30][C:20]1[C:19]([CH:15]2[N:4]([C:5]([O:6][CH2:7][C:8]3[CH:9]=[CH:10][CH:11]=[CH:12][CH:13]=3)=[O:14])[CH2:1][CH:2]=[CH:3][CH2:16]2)=[CH:28][C:27]2[C:22](=[CH:23][C:24]([F:29])=[CH:25][CH:26]=2)[N:21]=1. (3) Given the reactants [C:1]1([C:7]2[CH:8]=[C:9]([CH:14]=[CH:15][N:16]=2)[C:10]([O:12]C)=[O:11])[CH:6]=[CH:5][CH:4]=[CH:3][CH:2]=1.[OH-].[Li+:18], predict the reaction product. The product is: [C:1]1([C:7]2[CH:8]=[C:9]([CH:14]=[CH:15][N:16]=2)[C:10]([O-:12])=[O:11])[CH:2]=[CH:3][CH:4]=[CH:5][CH:6]=1.[Li+:18].